From a dataset of Full USPTO retrosynthesis dataset with 1.9M reactions from patents (1976-2016). Predict the reactants needed to synthesize the given product. (1) The reactants are: C(NC(C)C)(C)C.[C:8]([O:11][CH2:12][CH3:13])(=[O:10])[CH3:9].N1([C:19]([C@@H:21]([NH:24][C:25](=[O:34])[O:26][CH2:27][C:28]2[CH:33]=[CH:32][CH:31]=[CH:30][CH:29]=2)[CH2:22][CH3:23])=[O:20])C=CN=C1.C(OC(N[C@@H](CC)C(O)=O)=O)C1C=CC=CC=1. Given the product [CH2:27]([O:26][C:25]([NH:24][C@@H:21]([CH2:22][CH3:23])[C:19](=[O:20])[CH2:9][C:8]([O:11][CH2:12][CH3:13])=[O:10])=[O:34])[C:28]1[CH:33]=[CH:32][CH:31]=[CH:30][CH:29]=1, predict the reactants needed to synthesize it. (2) Given the product [CH3:7][C:4]1[N:3]([C:8]2[CH:9]=[C:10]([C:15]3[C:16](=[O:21])[N:17]([CH3:22])[N:18]=[CH:19][CH:20]=3)[CH:11]=[CH:12][C:13]=2[CH3:14])[C:2]([CH3:1])=[CH:6][CH:5]=1, predict the reactants needed to synthesize it. The reactants are: [CH3:1][C:2]1[N:3]([C:8]2[CH:9]=[C:10]([C:15]3[C:16](=[O:21])[NH:17][N:18]=[CH:19][CH:20]=3)[CH:11]=[CH:12][C:13]=2[CH3:14])[C:4]([CH3:7])=[CH:5][CH:6]=1.[CH3:22][Si](C)(C)N[Si](C)(C)C.[K].CI.O. (3) Given the product [CH3:1][C:2]1[C:3]([CH2:14][S@:15]([C:17]2[NH:18][C:19]3[CH:25]=[CH:24][CH:23]=[CH:22][C:20]=3[N:21]=2)=[O:16])=[N:4][CH:5]=[CH:6][C:7]=1[O:8][CH2:9][C:10]([F:13])([F:11])[F:12], predict the reactants needed to synthesize it. The reactants are: [CH3:1][C:2]1[C:3]([CH2:14][S:15]([C:17]2[NH:21][C:20]3[CH:22]=[CH:23][CH:24]=[CH:25][C:19]=3[N:18]=2)=[O:16])=[N:4][CH:5]=[CH:6][C:7]=1[O:8][CH2:9][C:10]([F:13])([F:12])[F:11].CCCCCC.CC(O)C.C(O)C.